From a dataset of Catalyst prediction with 721,799 reactions and 888 catalyst types from USPTO. Predict which catalyst facilitates the given reaction. Product: [CH3:20][O:19][CH2:18][O:17][C:14]1[CH:15]=[CH:16][C:11]([CH2:10][C@H:9]([NH2:8])[CH2:21][O:22][CH3:23])=[CH:12][CH:13]=1. Reactant: C([N:8](CC1C=CC=CC=1)[C@H:9]([CH2:21][O:22][CH3:23])[CH2:10][C:11]1[CH:16]=[CH:15][C:14]([O:17][CH2:18][O:19][CH3:20])=[CH:13][CH:12]=1)C1C=CC=CC=1. The catalyst class is: 43.